The task is: Predict the reactants needed to synthesize the given product.. This data is from Full USPTO retrosynthesis dataset with 1.9M reactions from patents (1976-2016). Given the product [CH2:1]([O:13][C:14]1[CH:21]=[CH:20][C:17]([CH2:18][Cl:19])=[CH:16][CH:15]=1)[CH2:2][CH2:3][CH2:4][CH2:5][CH2:6][CH2:7][CH2:8][CH2:9][CH2:10][CH2:11][CH2:12][CH2:26][CH3:27], predict the reactants needed to synthesize it. The reactants are: [CH2:1]([O:13][C:14]1[CH:21]=[CH:20][C:17]([CH2:18][Cl:19])=[CH:16][CH:15]=1)[CH2:2][CH2:3][CH2:4][CH2:5][CH2:6][CH2:7][CH2:8][CH2:9][CH2:10][CH2:11][CH3:12].S(Cl)(Cl)=O.[CH2:26](OC1C=CC(CO)=CC=1)[CH2:27]CCCCCCCCCCCC.